Dataset: Full USPTO retrosynthesis dataset with 1.9M reactions from patents (1976-2016). Task: Predict the reactants needed to synthesize the given product. (1) Given the product [CH3:13][O:14][CH2:15][CH2:16][N:17]1[CH2:22][CH2:21][N:20]([C:2]2[CH:9]=[CH:8][C:5]([CH:6]=[O:7])=[C:4]([N+:10]([O-:12])=[O:11])[CH:3]=2)[CH2:19][CH2:18]1, predict the reactants needed to synthesize it. The reactants are: F[C:2]1[CH:9]=[CH:8][C:5]([CH:6]=[O:7])=[C:4]([N+:10]([O-:12])=[O:11])[CH:3]=1.[CH3:13][O:14][CH2:15][CH2:16][N:17]1[CH2:22][CH2:21][NH:20][CH2:19][CH2:18]1.CS(C)=O. (2) Given the product [NH2:1][C:2]1[CH2:3][C:4]([C:21]([N:29]([CH2:30][CH2:31][CH3:32])[CH2:26][CH2:27][CH3:28])=[O:22])=[CH:5][C:6]2[CH:12]=[CH:11][C:10]([O:13][CH2:14][C:45]3[CH:51]=[CH:50][CH:49]=[CH:48][CH:46]=3)=[CH:9][C:7]=2[N:8]=1.[C:33]([O:37][C:38]([NH:40][C:41]1[CH2:42][C:43]([C:65]([O:67][CH2:68][CH3:69])=[O:66])=[CH:44][C:45]2[CH:51]=[CH:50][C:49]([C:52]3[CH:57]=[CH:56][C:55]([C:58]([N:60]4[CH2:64][CH2:63][CH2:62][CH2:61]4)=[O:59])=[CH:54][CH:53]=3)=[CH:48][C:46]=2[N:47]=1)=[O:39])([CH3:36])([CH3:35])[CH3:34], predict the reactants needed to synthesize it. The reactants are: [NH2:1][C:2]1[CH2:3][C:4]([C:21](OCC)=[O:22])=[CH:5][C:6]2[CH:12]=[CH:11][C:10]([O:13][CH2:14]C3C=CC=CC=3)=[CH:9][C:7]=2[N:8]=1.[CH2:26]([NH:29][CH2:30][CH2:31][CH3:32])[CH2:27][CH3:28].[C:33]([O:37][C:38]([NH:40][C:41]1[CH2:42][C:43]([C:65]([O:67][CH2:68][CH3:69])=[O:66])=[CH:44][C:45]2[CH:51]=[CH:50][C:49]([C:52]3[CH:57]=[CH:56][C:55]([C:58]([N:60]4[CH2:64][CH2:63][CH2:62][CH2:61]4)=[O:59])=[CH:54][CH:53]=3)=[CH:48][C:46]=2[N:47]=1)=[O:39])([CH3:36])([CH3:35])[CH3:34].NC1CC(C(OCC)=O)=CC2C=CC(C3C=CC(C(N4CCCC4)=O)=CC=3)=CC=2N=1.CC(OC(OC(OC(C)(C)C)=O)=O)(C)C. (3) The reactants are: [CH3:1][O:2][C:3]1[CH:8]=[CH:7][C:6]([C:9]2[CH:17]=[C:16]3[C:12]([CH2:13][C:14](=[O:18])[NH:15]3)=[CH:11][CH:10]=2)=[CH:5][CH:4]=1.[O:19]=[C:20]1[C:25]2=[CH:26][NH:27][C:28]([CH:29]=O)=[C:24]2[CH2:23][CH2:22][O:21]1. Given the product [CH3:1][O:2][C:3]1[CH:4]=[CH:5][C:6]([C:9]2[CH:17]=[C:16]3[C:12]([C:13](=[CH:29][C:28]4[NH:27][CH:26]=[C:25]5[C:20](=[O:19])[O:21][CH2:22][CH2:23][C:24]=45)[C:14](=[O:18])[NH:15]3)=[CH:11][CH:10]=2)=[CH:7][CH:8]=1, predict the reactants needed to synthesize it. (4) Given the product [Cl:1][C:2]1[CH:3]=[C:4]([C:5]2[S:19][C:17]([NH2:18])=[N:15][N:16]=2)[CH:8]=[CH:9][C:10]=1[O:11][CH:12]([CH3:14])[CH3:13], predict the reactants needed to synthesize it. The reactants are: [Cl:1][C:2]1[CH:3]=[C:4]([CH:8]=[CH:9][C:10]=1[O:11][CH:12]([CH3:14])[CH3:13])[C:5](O)=O.[NH:15]([C:17](=[S:19])[NH2:18])[NH2:16]. (5) Given the product [Cl:24][CH2:23][CH2:22][CH2:21][CH:9]([C:5]1[CH:6]=[CH:7][CH:8]=[C:3]([C:2]([F:13])([F:14])[F:1])[CH:4]=1)[C:10]([OH:12])=[O:11], predict the reactants needed to synthesize it. The reactants are: [F:1][C:2]([F:14])([F:13])[C:3]1[CH:4]=[C:5]([CH2:9][C:10]([OH:12])=[O:11])[CH:6]=[CH:7][CH:8]=1.C([Li])CCC.Br[CH2:21][CH2:22][CH2:23][Cl:24]. (6) Given the product [C:11]([C:15]1[CH:16]=[C:17]2[C:22](=[C:23]([F:25])[CH:24]=1)[C:21](=[O:26])[N:20]([C:27]1[C:28]([CH2:29][OH:30])=[C:34]([C:2]3[CH:3]=[C:4]([C:8]([NH2:10])=[O:9])[N:5]([CH3:7])[CH:6]=3)[CH:35]=[CH:36][CH:37]=1)[N:19]=[CH:18]2)([CH3:14])([CH3:12])[CH3:13], predict the reactants needed to synthesize it. The reactants are: Br[C:2]1[CH:3]=[C:4]([C:8]([NH2:10])=[O:9])[N:5]([CH3:7])[CH:6]=1.[C:11]([C:15]1[CH:16]=[C:17]2[C:22](=[C:23]([F:25])[CH:24]=1)[C:21](=[O:26])[N:20]([C:27]1[CH:37]=[CH:36][CH:35]=[C:34](B3OC(C)(C)C(C)(C)O3)[C:28]=1[CH2:29][O:30]C(=O)C)[N:19]=[CH:18]2)([CH3:14])([CH3:13])[CH3:12].